Dataset: Experimentally validated miRNA-target interactions with 360,000+ pairs, plus equal number of negative samples. Task: Binary Classification. Given a miRNA mature sequence and a target amino acid sequence, predict their likelihood of interaction. (1) The miRNA is hsa-miR-1296-5p with sequence UUAGGGCCCUGGCUCCAUCUCC. The protein sequence of the target gene is MAESGLAMWPSLLLLLLLPGPPPVAGLEDAAFPHLGESLQPLPRACPLRCSCPRVDTVDCDGLDLRVFPDNITRAAQHLSLQNNQLQELPYNELSRLSGLRTLNLHNNLISSEGLPDEAFESLTQLQHLCVAHNKLSVAPQFLPRSLRVADLAANQVMEIFPLTFGEKPALRSVYLHNNQLSNAGLPPDAFRGSEAIATLSLSNNQLSYLPPSLPPSLERLHLQNNLISKVPRGALSRQTQLRELYLQHNQLTDSGLDATTFSKLHSLEYLDLSHNQLTTVPAGLPRTLAILHLGRNRIR.... Result: 0 (no interaction). (2) The miRNA is hsa-miR-2355-3p with sequence AUUGUCCUUGCUGUUUGGAGAU. The protein sequence of the target gene is MSFVECPYHSPAERLVAEADEGGPSAITGMGLCFRCLLFSFSGRSGVEGGRVDLNVFGSLGLQPWIGSSRCWGGPCSSALRCGWFSSWPPPSKSAIPIGGGSRGAGRVSRWPPPHWLEAWRVSPLPLSPLSPATFGRGFIAVAVIPGLWARGRGCSSDRLPRPAGPARRQFQAASLLTRGWGRAWPWKQILKELDECYERFSRETDGAQKRRMLHCVQRALIRSQELGDEKIQIVSQMVELVENRTRQVDSHVELFEAQQELGDTAGNSGKAGADRPKGEAAAQADKPNSKRSRRQRNNE.... Result: 1 (interaction). (3) The miRNA is hsa-miR-324-5p with sequence CGCAUCCCCUAGGGCAUUGGUG. Result: 1 (interaction). The protein sequence of the target gene is MNPEYDYLFKLLLIGDSGVGKSCLLLRFADDTYTESYISTIGVDFKIRTIELDGKTIKLQIWDTAGQERFRTITSSYYRGAHGIIVVYDVTDQESYANVKQWLQEIDRYASENVNKLLVGNKSDLTTKKVVDNTTAKEFADSLGIPFLETSAKNATNVEQAFMTMAAEIKKRMGPGAASGGERPNLKIDSTPVKPAGGGCC. (4) The miRNA is hsa-miR-409-3p with sequence GAAUGUUGCUCGGUGAACCCCU. The protein sequence of the target gene is MPEFLEDPSVLTKDKLKSELVANNVTLPAGEQRKDVYVQLYLQHLTARNRPPLPAGTNSKGPPDFSSDEEREPTPVLGSGAAAAGRSRAAVGRKATKKTDKPRQEDKDDLDVTELTNEDLLDQLVKYGVNPGPIVGTTRKLYEKKLLKLREQGTESRSSTPLPTISSSAENTRQNGSNDSDRYSDNEEDSKIELKLEKREPLKGRAKTPVTLKQRRVEHNQSYSQAGITETEWTSGSSKGGPLQALTRESTRGSRRTPRKRVETSEHFRIDGPVISESTPIAETIMASSNESLVVNRVTG.... Result: 1 (interaction). (5) The miRNA is ath-miR396b-5p with sequence UUCCACAGCUUUCUUGAACUU. The protein sequence of the target gene is MAEKQKHDGRVKIGHYVLGDTLGVGTFGKVKIGEHQLTGHKVAVKILNRQKIRSLDVVGKIKREIQNLKLFRHPHIIKLYQVISTPTDFFMVMEYVSGGELFDYICKHGRVEEVEARRLFQQILSAVDYCHRHMVVHRDLKPENVLLDAQMNAKIADFGLSNMMSDGEFLRTSCGSPNYAAPEVISGRLYAGPEVDIWSCGVILYALLCGTLPFDDEHVPTLFKKIRGGVFYIPDYLNRSVATLLMHMLQVDPLKRATIKDIREHEWFKQDLPSYLFPEDPSYDANVIDDEAVKEVCEKF.... Result: 0 (no interaction). (6) The miRNA is hsa-miR-1913 with sequence UCUGCCCCCUCCGCUGCUGCCA. The protein sequence of the target gene is MSSGRRRGSAPWHSFSRFFAPRSPSRDKEEEEEERPGTSPPPAPGRSAASVENEPMSTSQKKENVLSSEAVKIRQSEDKRNHAEKPVTLPVQEDPKKAYDLSSSTSDTKIGESDRQPKESFFQFLGNLFNISGKSSLGEAKQSSFKDDQDKTEKDLQNPSDHHEDGIKREREIFSGSLRTQTHPTEEQDSNSSELSDAFSLDTTQDSDQETTNLLKQIDGKPEKPSVTYATYRGPRHIGKYLKQQTGLATVNTLDRENESSDSSTNRHIDPGSEIEAGVLPLLLSASTDSSMKGNLLEGP.... Result: 0 (no interaction). (7) The miRNA is hsa-miR-3908 with sequence GAGCAAUGUAGGUAGACUGUUU. Result: 1 (interaction). The protein sequence of the target gene is MPKNKGKGGKNRRRGKNENESEKRELVFKEDGQEYAQVIKMLGNGRLEAMCFDGVKRLCHIRGKLRKKVWINTSDIILVGLRDYQDNKADVILKYNADEARSLKAYGELPEHAKINETDTFGPGDDDEIQFDDIGDDDEDIDDI. (8) The miRNA is mmu-miR-1941-3p with sequence CAUCUUAGCAGUAUCUCCCAU. The protein sequence of the target gene is MGLQPLEFSDCYLDSPWFRERIRAHEAELERTNKFIKELIKDGKNLIAATKSLSVAQRKFAHSLRDFKFEFIGDAVTDDERCIDASLREFSNFLKNLEEQREIMALSVTETLIKPLEKFRKEQLGAVKEEKKKFDKETEKNYSLIDKHLNLSAKKKDSHLQEADIQVEQNRQHFYELSLEYVCKLQEIQERKKFEFVEPMLSFFQGMFTFYHQGHELAKDFNHYKMELQINIQNTRNRFEGTRSEVEELMNKIRQNPKDHKRASQFTAEGYLYVQEKRPAPFGSSWVKHYCMYRKAAKKF.... Result: 0 (no interaction).